Dataset: Catalyst prediction with 721,799 reactions and 888 catalyst types from USPTO. Task: Predict which catalyst facilitates the given reaction. (1) Reactant: [S:1](=[O:36])(=[O:35])([O:3][CH2:4][C@@H:5]1[CH2:9][C@@H:8]([C:10]2[C:14]3[N:15]=[CH:16][N:17]=[C:18]([NH:19][CH2:20][CH:21]4[CH2:26][CH2:25][CH2:24][CH2:23][CH2:22]4)[C:13]=3[S:12][CH:11]=2)[CH2:7][C@@H:6]1[O:27][Si](C(C)(C)C)(C)C)[NH2:2].C(O)(C(F)(F)F)=O. Product: [S:1](=[O:35])(=[O:36])([O:3][CH2:4][C@@H:5]1[CH2:9][C@@H:8]([C:10]2[C:14]3[N:15]=[CH:16][N:17]=[C:18]([NH:19][CH2:20][CH:21]4[CH2:26][CH2:25][CH2:24][CH2:23][CH2:22]4)[C:13]=3[S:12][CH:11]=2)[CH2:7][C@@H:6]1[OH:27])[NH2:2]. The catalyst class is: 4. (2) Reactant: [NH:1]1[CH2:6][CH2:5][O:4][CH2:3][CH2:2]1.[CH3:7][O:8][C:9]1[CH:14]=[CH:13][C:12]([N:15]2[CH2:20][CH2:19][N:18]([C:21]3[C:22]([CH3:35])=[C:23]([CH3:34])[C:24]4[O:28][C:27]([CH3:30])([CH3:29])[CH:26](O)[C:25]=4[C:32]=3[CH3:33])[CH2:17][CH2:16]2)=[CH:11][CH:10]=1. Product: [CH3:7][O:8][C:9]1[CH:10]=[CH:11][C:12]([N:15]2[CH2:20][CH2:19][N:18]([C:21]3[C:22]([CH3:35])=[C:23]([CH3:34])[C:24]4[O:28][C:27]([CH3:29])([CH3:30])[CH:26]([N:1]5[CH2:6][CH2:5][O:4][CH2:3][CH2:2]5)[C:25]=4[C:32]=3[CH3:33])[CH2:17][CH2:16]2)=[CH:13][CH:14]=1. The catalyst class is: 8. (3) Reactant: [Cl:1][C:2]1[CH:10]=[C:9]2[C:5]([C:6]3([O:16][CH2:15][CH2:14][CH2:13][O:12]3)[C:7](=[O:11])[NH:8]2)=[CH:4][CH:3]=1.[OH-].[C:18](#[N:21])[CH:19]=[CH2:20].O. Product: [Cl:1][C:2]1[CH:10]=[C:9]2[C:5]([C:6]3([O:16][CH2:15][CH2:14][CH2:13][O:12]3)[C:7](=[O:11])[N:8]2[CH2:20][CH2:19][C:18]#[N:21])=[CH:4][CH:3]=1. The catalyst class is: 3. (4) Reactant: [Cl:1][C:2]1[CH:7]=[C:6]([CH2:8]O)[CH:5]=[CH:4][N:3]=1.S(Cl)([Cl:12])=O.CN(C)C=O.O. Product: [Cl:1][C:2]1[CH:7]=[C:6]([CH2:8][Cl:12])[CH:5]=[CH:4][N:3]=1. The catalyst class is: 4. (5) Reactant: [CH3:1][C@@:2]1([CH2:13][O:14][C:15]2[CH:20]=[CH:19][C:18]([N:21]3[CH2:26][CH2:25][CH:24]([N:27]([CH3:35])[C:28](OC(C)(C)C)=O)[CH2:23][CH2:22]3)=[CH:17][CH:16]=2)[O:6][C:5]2=[N:7][C:8]([N+:10]([O-:12])=[O:11])=[CH:9][N:4]2[CH2:3]1.[F:36][C:37]([F:42])([F:41])[C:38](O)=O. Product: [CH3:1][C@@:2]1([CH2:13][O:14][C:15]2[CH:20]=[CH:19][C:18]([N:21]3[CH2:22][CH2:23][CH:24]([N:27]([CH3:35])[CH2:28][C:19]4[CH:20]=[CH:15][CH:16]=[CH:17][C:38]=4[C:37]([F:42])([F:41])[F:36])[CH2:25][CH2:26]3)=[CH:17][CH:16]=2)[O:6][C:5]2=[N:7][C:8]([N+:10]([O-:12])=[O:11])=[CH:9][N:4]2[CH2:3]1. The catalyst class is: 4. (6) Reactant: [CH3:1][O:2][C:3]1[C:4](=[O:9])[NH:5][CH:6]=[CH:7][CH:8]=1.C(=O)([O-])[O-].[K+].[K+].Br[CH2:17][CH2:18][CH2:19][CH2:20][Cl:21]. Product: [Cl:21][CH2:20][CH2:19][CH2:18][CH2:17][N:5]1[CH:6]=[CH:7][CH:8]=[C:3]([O:2][CH3:1])[C:4]1=[O:9]. The catalyst class is: 9. (7) Reactant: CO[C:3]([CH:5]1[O:10][C:9]([CH:17]2[CH2:22][CH2:21][CH2:20][CH2:19][CH2:18]2)([CH:11]2[CH2:16][CH2:15][CH2:14][CH2:13][CH2:12]2)[C:8]2[CH:23]=[C:24]([Cl:27])[CH:25]=[CH:26][C:7]=2[O:6]1)=[O:4].O.[NH2:29][NH2:30]. Product: [Cl:27][C:24]1[CH:25]=[CH:26][C:7]2[O:6][CH:5]([C:3]([NH:29][NH2:30])=[O:4])[O:10][C:9]([CH:11]3[CH2:16][CH2:15][CH2:14][CH2:13][CH2:12]3)([CH:17]3[CH2:18][CH2:19][CH2:20][CH2:21][CH2:22]3)[C:8]=2[CH:23]=1. The catalyst class is: 8. (8) Reactant: [CH2:1]([N:8]1[CH2:12][CH2:11][C:10]([C:14]2[CH:19]=[CH:18][CH:17]=[C:16]([F:20])[C:15]=2[F:21])([OH:13])[CH2:9]1)[C:2]1C=CC=C[CH:3]=1.ICCC.N1CCOCC1. Product: [F:21][C:15]1[C:16]([F:20])=[CH:17][CH:18]=[CH:19][C:14]=1[C:10]1([OH:13])[CH2:11][CH2:12][N:8]([CH2:1][CH2:2][CH3:3])[CH2:9]1. The catalyst class is: 9.